This data is from Peptide-MHC class II binding affinity with 134,281 pairs from IEDB. The task is: Regression. Given a peptide amino acid sequence and an MHC pseudo amino acid sequence, predict their binding affinity value. This is MHC class II binding data. The peptide sequence is YDKFLANVSTVLGGK. The MHC is DRB1_0701 with pseudo-sequence DRB1_0701. The binding affinity (normalized) is 0.785.